This data is from Forward reaction prediction with 1.9M reactions from USPTO patents (1976-2016). The task is: Predict the product of the given reaction. Given the reactants [C:10](O[C:10](=[O:17])[C:11]1[CH:16]=[CH:15][CH:14]=[CH:13][CH:12]=1)(=[O:17])[C:11]1[CH:16]=[CH:15][CH:14]=[CH:13][CH:12]=1.[NH:18]1[CH2:21][CH:20]([O:22][C:23]2[C:24]([NH2:30])=[N:25][CH:26]=[C:27]([Br:29])[N:28]=2)[CH2:19]1, predict the reaction product. The product is: [NH2:30][C:24]1[C:23]([O:22][CH:20]2[CH2:21][N:18]([C:10]([C:11]3[CH:12]=[CH:13][CH:14]=[CH:15][CH:16]=3)=[O:17])[CH2:19]2)=[N:28][C:27]([Br:29])=[CH:26][N:25]=1.